This data is from Full USPTO retrosynthesis dataset with 1.9M reactions from patents (1976-2016). The task is: Predict the reactants needed to synthesize the given product. (1) The reactants are: [CH3:1][C:2]1[O:6][C:5]([CH2:7][NH:8][C:9]2[CH:18]=[CH:17][C:16]3[C:15]([CH:19]=[O:20])=[CH:14][CH:13]=[CH:12][C:11]=3[N:10]=2)=[CH:4][CH:3]=1.C(O)(=O)C.C(O[BH-](OC(=O)C)OC(=O)C)(=O)C.[Na+]. Given the product [CH3:1][C:2]1[O:6][C:5]([CH2:7][NH:8][C:9]2[CH:18]=[CH:17][C:16]3[C:11](=[CH:12][CH:13]=[CH:14][C:15]=3[CH2:19][OH:20])[N:10]=2)=[CH:4][CH:3]=1, predict the reactants needed to synthesize it. (2) Given the product [F:1][C:2]1[CH:3]=[C:4]([C:9]2[C:18]3[C:13](=[CH:14][CH:15]=[CH:16][CH:17]=3)[C:12]([CH:19]=[N:22][OH:23])=[CH:11][CH:10]=2)[CH:5]=[CH:6][C:7]=1[OH:8], predict the reactants needed to synthesize it. The reactants are: [F:1][C:2]1[CH:3]=[C:4]([C:9]2[C:18]3[C:13](=[CH:14][CH:15]=[CH:16][CH:17]=3)[C:12]([CH:19]=O)=[CH:11][CH:10]=2)[CH:5]=[CH:6][C:7]=1[OH:8].Cl.[NH2:22][OH:23].N1C=CC=CC=1. (3) The reactants are: [F:1][C:2]1[CH:7]=[CH:6][CH:5]=[CH:4][C:3]=1[N:8]1[C:34](=[O:35])[C:11]2=[CH:12][N:13]([CH2:20][C:21]3[N:26]=[CH:25][C:24](C4C(C)=NC=CC=4)=[CH:23][CH:22]=3)[C:14]3[CH:15]=[CH:16][CH:17]=[CH:18][C:19]=3[C:10]2=[N:9]1.[CH3:36][C:37]1[N:38]=[CH:39][NH:40][CH:41]=1.CN[C@@H]1CCCC[C@H]1NC.P([O-])([O-])([O-])=O.[K+].[K+].[K+]. Given the product [F:1][C:2]1[CH:7]=[CH:6][CH:5]=[CH:4][C:3]=1[N:8]1[C:34](=[O:35])[C:11]2=[CH:12][N:13]([CH2:20][C:21]3[CH:22]=[CH:23][C:24]([N:40]4[CH:41]=[C:37]([CH3:36])[N:38]=[CH:39]4)=[CH:25][N:26]=3)[C:14]3[CH:15]=[CH:16][CH:17]=[CH:18][C:19]=3[C:10]2=[N:9]1, predict the reactants needed to synthesize it. (4) Given the product [C:2]1([C:1]2[N:9]=[CH:10][NH:12][N:13]=2)[CH:7]=[CH:6][CH:5]=[CH:4][CH:3]=1, predict the reactants needed to synthesize it. The reactants are: [C:1]([NH2:9])(=S)[C:2]1[CH:7]=[CH:6][CH:5]=[CH:4][CH:3]=1.[CH:10]([NH:12][NH2:13])=O. (5) Given the product [CH2:27]([O:16][C:14]([C@@H:13]1[CH2:12][C@:11]2([CH3:17])[C@@H:9]([CH2:10]2)[N:8]1[C:6]([O:5][C:1]([CH3:4])([CH3:2])[CH3:3])=[O:7])=[O:15])[CH3:28], predict the reactants needed to synthesize it. The reactants are: [C:1]([O:5][C:6]([N:8]1[C@H:13]([C:14]([OH:16])=[O:15])[CH2:12][C@:11]2([CH2:17]OS(C)(=O)=O)[C@H:9]1[CH2:10]2)=[O:7])([CH3:4])([CH3:3])[CH3:2].[Na+].[I-].CO[CH2:27][CH2:28]OC.